This data is from Reaction yield outcomes from USPTO patents with 853,638 reactions. The task is: Predict the reaction yield, written as a fraction of the theoretical maximum amount of product (1.0 means a 100% yield; for example, 0.34 means a 34% yield). (1) The reactants are [N:1]12[CH2:8][CH2:7][CH:4]([CH2:5][CH2:6]1)[CH:3]([NH:9][C:10]([NH:12][C:13]([C:16]1[CH:21]=[CH:20][CH:19]=[C:18](Br)[CH:17]=1)([CH3:15])[CH3:14])=[O:11])[CH2:2]2.[C:23]1(B(O)O)[CH:28]=[CH:27][CH:26]=[CH:25][CH:24]=1. The catalyst is C1C=CC([P]([Pd]([P](C2C=CC=CC=2)(C2C=CC=CC=2)C2C=CC=CC=2)([P](C2C=CC=CC=2)(C2C=CC=CC=2)C2C=CC=CC=2)[P](C2C=CC=CC=2)(C2C=CC=CC=2)C2C=CC=CC=2)(C2C=CC=CC=2)C2C=CC=CC=2)=CC=1. The product is [N:1]12[CH2:8][CH2:7][CH:4]([CH2:5][CH2:6]1)[CH:3]([NH:9][C:10]([NH:12][C:13]([C:16]1[CH:17]=[C:18]([C:23]3[CH:28]=[CH:27][CH:26]=[CH:25][CH:24]=3)[CH:19]=[CH:20][CH:21]=1)([CH3:15])[CH3:14])=[O:11])[CH2:2]2. The yield is 0.110. (2) The catalyst is C1(C)C=CC=CC=1. The reactants are [C:1]1([CH:7]([C:16]2[CH:21]=[CH:20][CH:19]=[CH:18][CH:17]=2)[O:8][CH:9]2[CH2:14][CH2:13][N:12](C)[CH2:11][CH2:10]2)[CH:6]=[CH:5][CH:4]=[CH:3][CH:2]=1.Cl.Cl[C:24]([O:26][CH2:27][CH3:28])=[O:25]. The yield is 0.720. The product is [C:16]1([CH:7]([C:1]2[CH:2]=[CH:3][CH:4]=[CH:5][CH:6]=2)[O:8][CH:9]2[CH2:14][CH2:13][N:12]([C:24]([O:26][CH2:27][CH3:28])=[O:25])[CH2:11][CH2:10]2)[CH:17]=[CH:18][CH:19]=[CH:20][CH:21]=1. (3) The reactants are [NH:1]1[CH2:6][CH:5]=[C:4]([C:7]2[N:11]3[C:12]4[C:17]([N:18]=[C:19]([NH:20][CH2:21][CH2:22][CH2:23][OH:24])[C:10]3=[N:9][CH:8]=2)=[CH:16][C:15]([C:25]([F:28])([F:27])[F:26])=[CH:14][CH:13]=4)[CH2:3][CH2:2]1.[C:29](Cl)(=[O:31])[CH3:30]. The catalyst is ClCCl. The product is [OH:24][CH2:23][CH2:22][CH2:21][NH:20][C:19]1[C:10]2[N:11]([C:7]([C:4]3[CH2:3][CH2:2][N:1]([C:29](=[O:31])[CH3:30])[CH2:6][CH:5]=3)=[CH:8][N:9]=2)[C:12]2[C:17]([N:18]=1)=[CH:16][C:15]([C:25]([F:26])([F:28])[F:27])=[CH:14][CH:13]=2. The yield is 0.360.